Dataset: Experimentally validated miRNA-target interactions with 360,000+ pairs, plus equal number of negative samples. Task: Binary Classification. Given a miRNA mature sequence and a target amino acid sequence, predict their likelihood of interaction. (1) The miRNA is mmu-miR-202-3p with sequence AGAGGUAUAGCGCAUGGGAAGA. The protein sequence of the target gene is MAAAAVVVPAEWIKNWEKSGRGEFLHLCRILSENKSHDSSTYRDFQQALYELSYHVIKGNLKHEQASSVLNDISEFREDMPSILADVFCILDIETNCLEEKSKRDYFTQLVLACLYLVSDTVLKERLDPETLESLGLIKQSQQFNQKSVKIKTKLFYKQQKFNLLREENEGYAKLIAELGQDLSGNITSDLILENIKSLIGCFNLDPNRVLDVILEVFECRPEHDDFFISLLESYMSMCEPQTLCHILGFKFKFYQEPSGETPSSLYRVAAVLLQFNLIDLDDLYVHLLPADNCIMDEYK.... Result: 0 (no interaction). (2) The miRNA is hsa-miR-6086 with sequence GGAGGUUGGGAAGGGCAGAG. The protein sequence of the target gene is MRLARLLRGAALAGPGPGLRAAGFSRSFSSDSGSSPASERGVPGQVDFYARFSPSPLSMKQFLDFGSVNACEKTSFMFLRQELPVRLANIMKEISLLPDNLLRTPSVQLVQSWYIQSLQELLDFKDKSAEDAKAIYDFTDTVIRIRNRHNDVIPTMAQGVIEYKESFGVDPVTSQNVQYFLDRFYMSRISIRMLLNQHSLLFGGKGKGSPSHRKHIGSINPNCNVLEVIKDGYENARRLCDLYYINSPELELEELNAKSPGQPIQVVYVPSHLYHMVFELFKNAMRATMEHHANRGVYPP.... Result: 1 (interaction). (3) The miRNA is hsa-miR-2355-5p with sequence AUCCCCAGAUACAAUGGACAA. Result: 1 (interaction). The protein sequence of the target gene is MARFGDEMPARYGGGGSGAAAGVVVGSGGGRGAGGSRQGGQPGAQRMYKQSMAQRARTMALYNPIPVRQNCLTVNRSLFLFSEDNVVRKYAKKITEWPPFEYMILATIIANCIVLALEQHLPDDDKTPMSERLDDTEPYFIGIFCFEAGIKIIALGFAFHKGSYLRNGWNVMDFVVVLTGILATVGTEFDLRTLRAVRVLRPLKLVSGIPSLQVVLKSIMKAMIPLLQIGLLLFFAILIFAIIGLEFYMGKFHTTCFEEGTDDIQGESPAPCGTEEPARTCPNGTKCQPYWEGPNNGITQ.... (4) The miRNA is hsa-miR-20b-3p with sequence ACUGUAGUAUGGGCACUUCCAG. The protein sequence of the target gene is MYPICTVVVDGLPSESSSSSYPGPVSVSEMSLLHALGPVQTWLGQELEKCGIDAMIYTRYVLSLLLHDSYDYDLQEQENDIFLGWEKGAYKKWGKSKKKCSDLTLEEMKKQAAVQCLRSASDESSGIETLVEELCSRLKDLQSKQEEKIHKKLEGSPSPEAELSPPAKDQVEMYYEAFPPLSEKPVCLQEIMTVWNKSKVCSYSSSSSSSTAPPASTDTSSPKDCNSESEVTKERSSEVPTTVHEKTQSKSKNEKENKFSNGTIEEKPALYKKQIRHKPEGKIRPRSWSSGSSEAGSSSS.... Result: 1 (interaction). (5) The miRNA is mmu-miR-3085-5p with sequence AGGUGCCAUUCCGAGGGCCAAGAGU. The protein sequence of the target gene is MATAGNPWGWFLGYLILGVAGSLVSGSCSQIINGEDCSPHSQPWQAALVMENELFCSGVLVHPQWVLSAAHCFQNSYTIGLGLHSLEADQEPGSQMVEASLSVRHPEYNRPLLANDLMLIKLDESVSESDTIRSISIASQCPTAGNSCLVSGWGLLANGRMPTVLQCVNVSVVSEEVCSKLYDPLYHPSMFCAGGGHDQKDSCNGDSGGPLICNGYLQGLVSFGKAPCGQVGVPGVYTNLCKFTEWIEKTVQAS. Result: 0 (no interaction).